This data is from Forward reaction prediction with 1.9M reactions from USPTO patents (1976-2016). The task is: Predict the product of the given reaction. (1) Given the reactants CN(C)C=O.[C:6](Cl)(=O)[C:7]([Cl:9])=[O:8].[O:12]1[CH2:17][CH2:16][N:15]([C:18]2[CH:26]=[CH:25]C(C(O)=O)=[CH:20][N:19]=2)[CH2:14][CH2:13]1, predict the reaction product. The product is: [O:12]1[CH2:17][CH2:16][N:15]([C:18]2[CH:26]=[CH:25][C:6]([C:7]([Cl:9])=[O:8])=[CH:20][N:19]=2)[CH2:14][CH2:13]1. (2) Given the reactants [Cl:1][C:2]1[CH:3]=[C:4]([CH:20]=[CH:21][C:22]=1[Cl:23])[CH2:5][C:6]1[NH:15][C:14](=[O:16])[C:13]2[C:8](=[CH:9][C:10]([N+:17]([O-])=O)=[CH:11][CH:12]=2)[N:7]=1, predict the reaction product. The product is: [NH2:17][C:10]1[CH:9]=[C:8]2[C:13]([C:14](=[O:16])[NH:15][C:6]([CH2:5][C:4]3[CH:20]=[CH:21][C:22]([Cl:23])=[C:2]([Cl:1])[CH:3]=3)=[N:7]2)=[CH:12][CH:11]=1. (3) Given the reactants [O:1]1[C:5]2([CH2:10][CH2:9][CH:8]([C:11]3[S:19][C:18]4[C:13](=[N:14][CH:15]=[CH:16][C:17]=4[O:20][C:21]4[CH:27]=[CH:26][C:24]([NH2:25])=[CH:23][C:22]=4[F:28])[CH:12]=3)[CH2:7][CH2:6]2)[O:4][CH2:3][CH2:2]1.[F:29][C:30]1[CH:35]=[CH:34][C:33]([N:36]2[C:41](=[O:42])[C:40]([C:43](O)=[O:44])=[CH:39][CH:38]=[N:37]2)=[CH:32][CH:31]=1.Cl.C(N=C=NCCCN(C)C)C.N1(O)C2C=CC=CC=2N=N1.C(N(C(C)C)C(C)C)C, predict the reaction product. The product is: [O:4]1[C:5]2([CH2:10][CH2:9][CH:8]([C:11]3[S:19][C:18]4[C:13](=[N:14][CH:15]=[CH:16][C:17]=4[O:20][C:21]4[CH:27]=[CH:26][C:24]([NH:25][C:43]([C:40]5[C:41](=[O:42])[N:36]([C:33]6[CH:34]=[CH:35][C:30]([F:29])=[CH:31][CH:32]=6)[N:37]=[CH:38][CH:39]=5)=[O:44])=[CH:23][C:22]=4[F:28])[CH:12]=3)[CH2:7][CH2:6]2)[O:1][CH2:2][CH2:3]1.